Dataset: Forward reaction prediction with 1.9M reactions from USPTO patents (1976-2016). Task: Predict the product of the given reaction. (1) Given the reactants [C:1]([C:4]1[CH:9]=[CH:8][C:7]([S:10]([NH:13][C:14]2[CH:19]=[CH:18][CH:17]=[CH:16][N:15]=2)(=[O:12])=[O:11])=[CH:6][CH:5]=1)(=[O:3])[CH3:2].CC(C)(C)C([N:24]1[C:32]2[C:27](=[CH:28][CH:29]=[CH:30][CH:31]=2)[CH:26]=[C:25]1[C:33]1[C:34]([O:43][CH3:44])=[CH:35][C:36]([O:41][CH3:42])=[C:37]([CH:40]=1)[CH:38]=O)=O.CO.O(C)[Li], predict the reaction product. The product is: [NH:24]1[C:32]2[C:27](=[CH:28][CH:29]=[CH:30][CH:31]=2)[CH:26]=[C:25]1[C:33]1[C:34]([O:43][CH3:44])=[CH:35][C:36]([O:41][CH3:42])=[C:37](/[CH:38]=[CH:2]/[C:1]([C:4]2[CH:5]=[CH:6][C:7]([S:10]([NH:13][C:14]3[CH:19]=[CH:18][CH:17]=[CH:16][N:15]=3)(=[O:12])=[O:11])=[CH:8][CH:9]=2)=[O:3])[CH:40]=1. (2) Given the reactants [Cl:1][C:2]1[C:15]([NH:16][C:17]2[NH:18][C:19]3[C:20]([N:33]=2)=[N:21][C:22]([O:28][CH2:29][CH:30]([F:32])[F:31])=[C:23]([C:25]([OH:27])=O)[CH:24]=3)=[C:14]([Cl:34])[CH:13]=[CH:12][C:3]=1[CH2:4][NH:5][C:6](=[O:11])[C:7]([CH3:10])([CH3:9])[CH3:8].[CH:35]1([CH2:38][NH2:39])[CH2:37][CH2:36]1.CN(C(ON1N=NC2C=CC=CC1=2)=[N+](C)C)C.[B-](F)(F)(F)F, predict the reaction product. The product is: [Cl:1][C:2]1[C:15]([NH:16][C:17]2[NH:18][C:19]3[C:20]([N:33]=2)=[N:21][C:22]([O:28][CH2:29][CH:30]([F:32])[F:31])=[C:23]([C:25](=[O:27])[NH:39][CH2:38][CH:35]2[CH2:37][CH2:36]2)[CH:24]=3)=[C:14]([Cl:34])[CH:13]=[CH:12][C:3]=1[CH2:4][NH:5][C:6](=[O:11])[C:7]([CH3:10])([CH3:8])[CH3:9]. (3) Given the reactants C[O:2][C:3](=[O:30])[CH2:4][C:5]1[C:13]2[C:8](=[N:9][CH:10]=[CH:11][CH:12]=2)[N:7]([CH2:14][C:15]2[CH:20]=[CH:19][C:18]([S:21]([CH3:24])(=[O:23])=[O:22])=[CH:17][C:16]=2[C:25]([F:28])([F:27])[F:26])[C:6]=1[CH3:29].COC(=O)CC1C2C(=NC=CC=2)NC=1C.CCN(P1(N(C)CCCN1C)=NC(C)(C)C)CC.BrCC1C=CC(S(C)(=O)=O)=CC=1C(F)(F)F, predict the reaction product. The product is: [CH3:24][S:21]([C:18]1[CH:19]=[CH:20][C:15]([CH2:14][N:7]2[C:8]3=[N:9][CH:10]=[CH:11][CH:12]=[C:13]3[C:5]([CH2:4][C:3]([OH:30])=[O:2])=[C:6]2[CH3:29])=[C:16]([C:25]([F:28])([F:27])[F:26])[CH:17]=1)(=[O:22])=[O:23]. (4) Given the reactants C(OC([NH:11][CH:12]([CH2:23][CH2:24][P:25]([O:29][C:30]1[CH:35]=[CH:34][CH:33]=[C:32]([CH2:36][C:37]([O:39]CC2C=CC=CC=2)=[O:38])[CH:31]=1)([O:27][CH3:28])=[O:26])[C:13]([O:15]CC1C=CC=CC=1)=[O:14])=O)C1C=CC=CC=1.[H][H], predict the reaction product. The product is: [NH2:11][CH:12]([CH2:23][CH2:24][P:25]([O:29][C:30]1[CH:35]=[CH:34][CH:33]=[C:32]([CH2:36][C:37]([OH:39])=[O:38])[CH:31]=1)([O:27][CH3:28])=[O:26])[C:13]([OH:15])=[O:14].